This data is from Catalyst prediction with 721,799 reactions and 888 catalyst types from USPTO. The task is: Predict which catalyst facilitates the given reaction. (1) Reactant: [C:1]([NH2:9])(=[O:8])[C:2]1[CH:7]=[CH:6][N:5]=[CH:4][CH:3]=1.[Br:10][CH:11]([CH3:13])[CH3:12]. Product: [Br-:10].[CH:11]([N+:5]1[CH:6]=[CH:7][C:2]([C:1]([NH2:9])=[O:8])=[CH:3][CH:4]=1)([CH3:13])[CH3:12]. The catalyst class is: 3. (2) Reactant: [Cl:1][C:2]1[C:3]([F:24])=[C:4]([NH:9][C:10]2[C:19]3[C:14](=[CH:15][C:16](F)=[C:17]([N+:20]([O-:22])=[O:21])[CH:18]=3)[N:13]=[CH:12][N:11]=2)[CH:5]=[CH:6][C:7]=1[Cl:8].[CH3:25][O:26][CH2:27][CH2:28][O-:29].[Na+].O. Product: [Cl:1][C:2]1[C:3]([F:24])=[C:4]([NH:9][C:10]2[C:19]3[C:14](=[CH:15][C:16]([O:29][CH2:28][CH2:27][O:26][CH3:25])=[C:17]([N+:20]([O-:22])=[O:21])[CH:18]=3)[N:13]=[CH:12][N:11]=2)[CH:5]=[CH:6][C:7]=1[Cl:8]. The catalyst class is: 141. (3) Reactant: C(N(CC)CC)C.[NH2:8][C:9]1[N:17]=[C:16]([CH3:18])[CH:15]=[CH:14][C:10]=1[C:11]([OH:13])=O.[CH3:19][O:20][C:21]1[CH:26]=[CH:25][CH:24]=[CH:23][C:22]=1[O:27][C:28]1[CH:29]=[C:30]([CH:33]=[CH:34][CH:35]=1)[CH2:31][NH2:32].CN([P+](ON1N=NC2C=CC=CC1=2)(N(C)C)N(C)C)C.F[P-](F)(F)(F)(F)F. Product: [CH3:19][O:20][C:21]1[CH:26]=[CH:25][CH:24]=[CH:23][C:22]=1[O:27][C:28]1[CH:29]=[C:30]([CH2:31][NH:32][C:11](=[O:13])[C:10]2[CH:14]=[CH:15][C:16]([CH3:18])=[N:17][C:9]=2[NH2:8])[CH:33]=[CH:34][CH:35]=1. The catalyst class is: 136. (4) Reactant: Cl[CH2:2][C:3]1[C:4]([C:16]2[CH:21]=[CH:20][C:19]([F:22])=[CH:18][C:17]=2[O:23][CH3:24])=[CH:5][CH:6]=[C:7]2[C:12]=1[NH:11][C:10](=[O:13])[C:9]([CH3:15])([CH3:14])[NH:8]2.[C:25]1([OH:31])[CH:30]=[CH:29][CH:28]=[CH:27][CH:26]=1.C(=O)([O-])[O-].[K+].[K+].C(OCC)(=O)C. Product: [F:22][C:19]1[CH:20]=[CH:21][C:16]([C:4]2[C:3]([CH2:2][O:31][C:25]3[CH:30]=[CH:29][CH:28]=[CH:27][CH:26]=3)=[C:12]3[C:7]([NH:8][C:9]([CH3:15])([CH3:14])[C:10](=[O:13])[NH:11]3)=[CH:6][CH:5]=2)=[C:17]([O:23][CH3:24])[CH:18]=1. The catalyst class is: 35. (5) Reactant: Cl[C:2]1[C:11]([N:12]([CH:14]([CH3:16])[CH3:15])[CH3:13])=[N:10][C:9]2[C:4](=[CH:5][CH:6]=[C:7]([C:17]([O:19][CH3:20])=[O:18])[CH:8]=2)[N:3]=1.[Cl:21][C:22]1[CH:27]=[CH:26][C:25](B(O)O)=[CH:24][CH:23]=1.[O-]P([O-])([O-])=O.[K+].[K+].[K+]. Product: [Cl:21][C:22]1[CH:27]=[CH:26][C:25]([C:2]2[C:11]([N:12]([CH:14]([CH3:16])[CH3:15])[CH3:13])=[N:10][C:9]3[C:4](=[CH:5][CH:6]=[C:7]([C:17]([O:19][CH3:20])=[O:18])[CH:8]=3)[N:3]=2)=[CH:24][CH:23]=1. The catalyst class is: 203.